Dataset: Reaction yield outcomes from USPTO patents with 853,638 reactions. Task: Predict the reaction yield, written as a fraction of the theoretical maximum amount of product (1.0 means a 100% yield; for example, 0.34 means a 34% yield). (1) The reactants are [CH3:1][C:2]1[C:6]([CH2:7][O:8][C:9]2[CH:14]=[CH:13][C:12]([CH2:15][C:16]([OH:18])=O)=[CH:11][CH:10]=2)=[C:5]([CH3:19])[O:4][N:3]=1.C(Cl)CCl.[Cl:24][C:25]1[CH:30]=[CH:29][C:28]([CH:31]([C:33]2[CH:38]=[CH:37][C:36]([CH3:39])=[CH:35][CH:34]=2)[NH2:32])=[C:27]([CH3:40])[CH:26]=1.C1C=CC2N(O)N=NC=2C=1.C(N(CC)CC)C. The catalyst is O1CCCC1.O. The product is [Cl:24][C:25]1[CH:30]=[CH:29][C:28]([CH:31]([C:33]2[CH:34]=[CH:35][C:36]([CH3:39])=[CH:37][CH:38]=2)[NH:32][C:16](=[O:18])[CH2:15][C:12]2[CH:11]=[CH:10][C:9]([O:8][CH2:7][C:6]3[C:2]([CH3:1])=[N:3][O:4][C:5]=3[CH3:19])=[CH:14][CH:13]=2)=[C:27]([CH3:40])[CH:26]=1. The yield is 0.307. (2) The reactants are [CH3:1][O:2][C:3](=[O:12])[C:4]1[CH:9]=[CH:8][CH:7]=[C:6]([NH:10][CH3:11])[CH:5]=1.[C:13](=[O:16])(O)[O-].[Na+].[CH2:18](Cl)[CH:19]=C. The catalyst is C(Cl)Cl. The product is [CH3:1][O:2][C:3](=[O:12])[C:4]1[CH:9]=[CH:8][CH:7]=[C:6]([NH:10][CH2:11][C:13](=[O:16])[CH:18]=[CH2:19])[CH:5]=1. The yield is 1.00. (3) The reactants are CN.[CH3:3][N:4](C(ON1N=NC2C=CC=NC1=2)=[N+](C)C)C.F[P-](F)(F)(F)(F)F.C(N(C(C)C)CC)(C)C.[C:36]([O:40][C:41]([NH:43][C@@H:44]([CH:48]([C:55]1[CH:60]=[CH:59][CH:58]=[CH:57][CH:56]=1)[C:49]1[CH:54]=[CH:53][CH:52]=[CH:51][CH:50]=1)[C:45](O)=[O:46])=[O:42])([CH3:39])([CH3:38])[CH3:37]. The catalyst is C(Cl)Cl. The product is [C:36]([O:40][C:41](=[O:42])[NH:43][C@@H:44]([CH:48]([C:55]1[CH:60]=[CH:59][CH:58]=[CH:57][CH:56]=1)[C:49]1[CH:54]=[CH:53][CH:52]=[CH:51][CH:50]=1)[C:45]([NH:4][CH3:3])=[O:46])([CH3:39])([CH3:38])[CH3:37]. The yield is 0.850. (4) The reactants are N12CCCN=C1CCCCC2.Cl.[NH2:13][CH2:14][C:15]1[CH:23]=[CH:22][CH:21]=[C:20]2[C:16]=1[C:17](=[O:33])[N:18]([CH:25]1[CH2:30][CH2:29][C:28](=[O:31])[NH:27][C:26]1=[O:32])[C:19]2=[O:24].[CH:34]1([C:40](Cl)=[O:41])[CH2:39][CH2:38][CH2:37][CH2:36][CH2:35]1. The catalyst is CC#N. The product is [O:32]=[C:26]1[CH:25]([N:18]2[C:17](=[O:33])[C:16]3[C:20](=[CH:21][CH:22]=[CH:23][C:15]=3[CH2:14][NH:13][C:40]([CH:34]3[CH2:39][CH2:38][CH2:37][CH2:36][CH2:35]3)=[O:41])[C:19]2=[O:24])[CH2:30][CH2:29][C:28](=[O:31])[NH:27]1. The yield is 0.720. (5) The reactants are [Cl:1][C:2]1[CH:7]=[CH:6][C:5]([C:8]2([CH2:12][OH:13])[CH2:11][CH2:10][CH2:9]2)=[CH:4][CH:3]=1.[OH-].[Na+].Br[CH2:17][C:18]([O:20][C:21]([CH3:24])([CH3:23])[CH3:22])=[O:19]. The catalyst is C1(C)C=CC=CC=1.S([O-])(O)(=O)=O.C([N+](CCCC)(CCCC)CCCC)CCC.CCOC(C)=O.O. The product is [Cl:1][C:2]1[CH:3]=[CH:4][C:5]([C:8]2([CH2:12][O:13][CH2:17][C:18]([O:20][C:21]([CH3:24])([CH3:23])[CH3:22])=[O:19])[CH2:11][CH2:10][CH2:9]2)=[CH:6][CH:7]=1. The yield is 0.750. (6) The reactants are [C:1]([NH:5][C:6]1[NH:7][C:8]2[CH:14]=[CH:13][CH:12]=[CH:11][C:9]=2[N:10]=1)([O:3][CH3:4])=[O:2].[Cl:15][S:16](O)(=[O:18])=[O:17]. No catalyst specified. The product is [Cl:15][S:16]([C:13]1[CH:12]=[CH:11][C:9]2[N:10]=[C:6]([NH:5][C:1]([O:3][CH3:4])=[O:2])[NH:7][C:8]=2[CH:14]=1)(=[O:18])=[O:17]. The yield is 0.780. (7) The reactants are [NH2:1][C:2]1[CH:7]=[CH:6][C:5]([OH:8])=[CH:4][CH:3]=1.Cl[C:10]1[CH:15]=[CH:14][N:13]=[C:12]([CH3:16])[CH:11]=1.CC(C)([O-])C.[K+].O. The catalyst is CN1C(=O)N(C)CCC1. The product is [CH3:16][C:12]1[CH:11]=[C:10]([O:8][C:5]2[CH:6]=[CH:7][C:2]([NH2:1])=[CH:3][CH:4]=2)[CH:15]=[CH:14][N:13]=1. The yield is 0.0900.